This data is from Reaction yield outcomes from USPTO patents with 853,638 reactions. The task is: Predict the reaction yield, written as a fraction of the theoretical maximum amount of product (1.0 means a 100% yield; for example, 0.34 means a 34% yield). (1) The reactants are O[N:2]=[C:3]([C:7]1[CH:17]=[CH:16][C:10]([C:11]([O:13][CH2:14][CH3:15])=[O:12])=[CH:9][CH:8]=1)[CH:4]([CH3:6])[CH3:5].C(O)(=O)C.[OH-].[NH4+].C(Cl)Cl. The catalyst is [Zn].CCOC(C)=O. The product is [NH2:2][CH:3]([C:7]1[CH:17]=[CH:16][C:10]([C:11]([O:13][CH2:14][CH3:15])=[O:12])=[CH:9][CH:8]=1)[CH:4]([CH3:5])[CH3:6]. The yield is 0.550. (2) The reactants are [P:1]([O:13][CH2:14][C@@H:15]1[C@@H:22]2[C@@H:18]([O:19][C:20]([CH3:24])([CH3:23])[O:21]2)[C@H:17]([N:25]2[CH:30]=[C:29](Br)[C:28](=[O:32])[NH:27][C:26]2=[O:33])[O:16]1)([O:8][C:9]([CH3:12])([CH3:11])[CH3:10])([O:3][C:4]([CH3:7])([CH3:6])[CH3:5])=[O:2].[C-:34]#[N:35].[Na+].C(=O)(O)[O-].[Na+]. The catalyst is CN(C=O)C. The product is [P:1]([O:13][CH2:14][C@@H:15]1[C@@H:22]2[C@@H:18]([O:19][C:20]([CH3:24])([CH3:23])[O:21]2)[C@H:17]([N:25]2[C:30]([C:34]#[N:35])=[CH:29][C:28](=[O:32])[NH:27][C:26]2=[O:33])[O:16]1)([O:8][C:9]([CH3:12])([CH3:11])[CH3:10])([O:3][C:4]([CH3:7])([CH3:6])[CH3:5])=[O:2]. The yield is 0.830. (3) The reactants are [CH2:1]([C:8]1[CH:13]=[CH:12][C:11](/[CH:14]=[CH:15]/[N+:16]([O-:18])=[O:17])=[CH:10][N:9]=1)[C:2]1[CH:7]=[CH:6][CH:5]=[CH:4][CH:3]=1.C(O)(=O)C.[BH4-].[Na+]. The catalyst is CS(C)=O. The product is [CH2:1]([C:8]1[CH:13]=[CH:12][C:11]([CH2:14][CH2:15][N+:16]([O-:18])=[O:17])=[CH:10][N:9]=1)[C:2]1[CH:7]=[CH:6][CH:5]=[CH:4][CH:3]=1. The yield is 0.220. (4) The reactants are OS(O)(=O)=O.[NH2:6][C:7]1[C:15]([Cl:16])=[CH:14][C:10]([C:11]([OH:13])=[O:12])=[CH:9][C:8]=1[Cl:17].[CH3:18]O. No catalyst specified. The product is [NH2:6][C:7]1[C:8]([Cl:17])=[CH:9][C:10]([C:11]([O:13][CH3:18])=[O:12])=[CH:14][C:15]=1[Cl:16]. The yield is 0.700. (5) The catalyst is CO.[OH-].[Na+]. The reactants are C1(S([N:10]2[C:18]3[C:13](=[CH:14][C:15]([C:19]([C:21]4[CH:22]=[CH:23][C:24]([Cl:30])=[C:25]([S:27]([NH2:29])=[O:28])[CH:26]=4)=[O:20])=[CH:16][CH:17]=3)[C:12]3[CH2:31][CH2:32][N:33]([C:35](=[O:40])[C:36]([CH3:39])([CH3:38])[CH3:37])[CH2:34][C:11]2=3)(=O)=O)C=CC=CC=1. The product is [Cl:30][C:24]1[CH:23]=[CH:22][C:21]([C:19]([C:15]2[CH:14]=[C:13]3[C:18](=[CH:17][CH:16]=2)[NH:10][C:11]2[CH2:34][N:33]([C:35](=[O:40])[C:36]([CH3:37])([CH3:38])[CH3:39])[CH2:32][CH2:31][C:12]3=2)=[O:20])=[CH:26][C:25]=1[S:27]([NH2:29])=[O:28]. The yield is 0.150. (6) The reactants are [Si]([O:8][CH2:9][CH2:10][CH2:11][O:12][C:13]1[CH:18]=[CH:17][C:16]([C:19]2[CH:24]=[CH:23][C:22]([C:25]([O:27][CH2:28][CH3:29])=[O:26])=[CH:21][CH:20]=2)=[CH:15][C:14]=1[C:30]1[CH:35]=[CH:34][C:33]([N:36]([CH2:39][CH3:40])[CH2:37][CH3:38])=[CH:32][CH:31]=1)(C(C)(C)C)(C)C.[F-].C([N+](CCCC)(CCCC)CCCC)CCC. The catalyst is O1CCCC1. The product is [CH2:39]([N:36]([CH2:37][CH3:38])[C:33]1[CH:34]=[CH:35][C:30]([C:14]2[CH:15]=[C:16]([C:19]3[CH:20]=[CH:21][C:22]([C:25]([O:27][CH2:28][CH3:29])=[O:26])=[CH:23][CH:24]=3)[CH:17]=[CH:18][C:13]=2[O:12][CH2:11][CH2:10][CH2:9][OH:8])=[CH:31][CH:32]=1)[CH3:40]. The yield is 0.740. (7) The reactants are [NH2:1][C:2]1[CH:3]=[C:4]([C:8]2[S:12][C:11]([C:13]3[CH:14]=[C:15]4[C:19](=[CH:20][CH:21]=3)[C:18](=[O:22])[N:17]([CH3:23])[CH2:16]4)=[CH:10][CH:9]=2)[CH:5]=[N:6][CH:7]=1.[F:24][C:25]1[CH:30]=[CH:29][CH:28]=[CH:27][C:26]=1[S:31](Cl)(=[O:33])=[O:32]. No catalyst specified. The product is [F:24][C:25]1[CH:30]=[CH:29][CH:28]=[CH:27][C:26]=1[S:31]([NH:1][C:2]1[CH:7]=[N:6][CH:5]=[C:4]([C:8]2[S:12][C:11]([C:13]3[CH:14]=[C:15]4[C:19](=[CH:20][CH:21]=3)[C:18](=[O:22])[N:17]([CH3:23])[CH2:16]4)=[CH:10][CH:9]=2)[CH:3]=1)(=[O:33])=[O:32]. The yield is 0.820. (8) No catalyst specified. The reactants are C([C:3]1[CH:4]=[C:5]2[C:9](=[CH:10][CH:11]=1)[N:8]([CH:12]1[CH2:17][CH2:16][CH2:15][CH2:14][O:13]1)[N:7]=[C:6]2[C:18]1[CH:19]=[C:20]([CH:24]=[CH:25][CH:26]=1)[C:21](O)=[O:22])#N.C1C=CC2N(O)N=[N:33][C:31]=2C=1.CCN=C=NCCCN(C)C.[C:48]([NH2:52])([CH3:51])([CH3:50])[CH3:49]. The product is [C:48]([NH:52][C:21]([C:20]1[CH:24]=[CH:25][CH:26]=[C:18]([C:6]2[C:5]3[C:9](=[CH:10][CH:11]=[CH:3][CH:4]=3)[N:8]([CH:12]3[CH2:17][CH2:16][CH:15]([C:31]#[N:33])[CH2:14][O:13]3)[N:7]=2)[CH:19]=1)=[O:22])([CH3:51])([CH3:50])[CH3:49]. The yield is 0.740. (9) The reactants are [CH3:1][N:2]([CH3:25])[C:3]1[C:4]2[C:9](=[C:10]3[C:15]=1[N:14]=[CH:13][N:12]([C:16]1[CH:21]=[CH:20][C:19]([CH2:22][CH3:23])=[CH:18][CH:17]=1)[C:11]3=[O:24])[S:8][N:7]=[CH:6][CH:5]=2.[Cl:26]N1C(=O)CCC1=O. No catalyst specified. The product is [Cl:26][C:5]1[CH:6]=[N:7][S:8][C:9]2[C:4]=1[C:3]([N:2]([CH3:1])[CH3:25])=[C:15]1[C:10]=2[C:11](=[O:24])[N:12]([C:16]2[CH:21]=[CH:20][C:19]([CH2:22][CH3:23])=[CH:18][CH:17]=2)[CH:13]=[N:14]1. The yield is 0.170.